From a dataset of Forward reaction prediction with 1.9M reactions from USPTO patents (1976-2016). Predict the product of the given reaction. (1) Given the reactants C(OC([N:8]1[CH2:13][CH2:12][CH:11]([CH2:14][NH:15][C:16](=[O:47])[CH2:17][CH2:18][NH:19][C:20](=[O:46])[C:21]2[CH:26]=[CH:25][C:24]([S:27](=[O:45])(=[O:44])[NH:28][C:29]3[CH:34]=[CH:33][CH:32]=[CH:31][C:30]=3[O:35][C:36]3[CH:41]=[CH:40][C:39]([Cl:42])=[CH:38][C:37]=3[Cl:43])=[CH:23][CH:22]=2)[CH2:10][CH2:9]1)=O)(C)(C)C.C(#N)C.O.[C:52]([OH:55])(=[O:54])[CH3:53], predict the reaction product. The product is: [C:52]([OH:55])(=[O:54])[CH3:53].[Cl:43][C:37]1[CH:38]=[C:39]([Cl:42])[CH:40]=[CH:41][C:36]=1[O:35][C:30]1[CH:31]=[CH:32][CH:33]=[CH:34][C:29]=1[NH:28][S:27]([C:24]1[CH:25]=[CH:26][C:21]([C:20]([NH:19][CH2:18][CH2:17][C:16](=[O:47])[NH:15][CH2:14][CH:11]2[CH2:10][CH2:9][NH:8][CH2:13][CH2:12]2)=[O:46])=[CH:22][CH:23]=1)(=[O:44])=[O:45].[ClH:42]. (2) Given the reactants [CH:1](=O)[C:2]1[O:6][CH:5]=[CH:4][CH:3]=1.Br[CH2:9][C:10]1[CH:19]=[CH:18][C:17]2[C:12](=[CH:13][CH:14]=[CH:15][CH:16]=2)[CH:11]=1.C1([SiH2]C2C=CC=CC=2)C=CC=CC=1.CCN(C(C)C)C(C)C, predict the reaction product. The product is: [O:6]1[CH:5]=[CH:4][CH:3]=[C:2]1[CH:1]=[CH:9][C:10]1[CH:19]=[CH:18][C:17]2[C:12](=[CH:13][CH:14]=[CH:15][CH:16]=2)[CH:11]=1. (3) Given the reactants [CH2:1]([S:11]([OH:14])(=[O:13])=[O:12])[CH2:2][S:3][S:4][CH2:5][CH2:6][S:7]([OH:10])(=[O:9])=[O:8].[OH-].[NH4+:16].CC(C)=O, predict the reaction product. The product is: [CH2:1]([S:11]([O-:14])(=[O:13])=[O:12])[CH2:2][S:3][S:4][CH2:5][CH2:6][S:7]([O-:10])(=[O:8])=[O:9].[NH4+:16].[NH4+:16].